Dataset: Reaction yield outcomes from USPTO patents with 853,638 reactions. Task: Predict the reaction yield, written as a fraction of the theoretical maximum amount of product (1.0 means a 100% yield; for example, 0.34 means a 34% yield). (1) The reactants are Br[C:2]1[CH:3]=[N:4][CH:5]=[CH:6][CH:7]=1.[C:8]1([C@H:14]2[CH2:19][CH2:18][CH2:17][CH2:16][C@H:15]2[N:20]2[CH2:25][CH2:24][CH:23]([NH2:26])[CH2:22][CH2:21]2)[CH:13]=[CH:12][CH:11]=[CH:10][CH:9]=1.C1(P(C2C=CC=CC=2)C2C=CC3C(=CC=CC=3)C=2C2C3C(=CC=CC=3)C=CC=2P(C2C=CC=CC=2)C2C=CC=CC=2)C=CC=CC=1.CC(C)([O-])C.[Na+]. The catalyst is C1(C)C=CC=CC=1.C(OCC)(=O)C.C(OCC)C. The product is [C:8]1([C@H:14]2[CH2:19][CH2:18][CH2:17][CH2:16][C@H:15]2[N:20]2[CH2:25][CH2:24][CH:23]([NH:26][C:2]3[CH:3]=[N:4][CH:5]=[CH:6][CH:7]=3)[CH2:22][CH2:21]2)[CH:9]=[CH:10][CH:11]=[CH:12][CH:13]=1. The yield is 0.200. (2) The reactants are [F:1][C:2]1[CH:3]=[C:4]([C:14](=[CH2:25])[C:15]([O:17]CC2C=CC=CC=2)=[O:16])[CH:5]=[CH:6][C:7]=1[CH2:8][O:9][CH2:10][CH2:11][O:12][CH3:13]. The catalyst is CO.[Pd]. The product is [F:1][C:2]1[CH:3]=[C:4]([CH:14]([CH3:25])[C:15]([OH:17])=[O:16])[CH:5]=[CH:6][C:7]=1[CH2:8][O:9][CH2:10][CH2:11][O:12][CH3:13]. The yield is 0.580.